Dataset: Catalyst prediction with 721,799 reactions and 888 catalyst types from USPTO. Task: Predict which catalyst facilitates the given reaction. (1) Reactant: [CH3:1][N:2]1[CH:6]=[CH:5][C:4]([C:7](=[O:14])[CH2:8][C:9]([O:11][CH2:12][CH3:13])=[O:10])=[N:3]1.[Cl:15]N1C(=O)CCC1=O. Product: [Cl:15][CH:8]([C:7]([C:4]1[CH:5]=[CH:6][N:2]([CH3:1])[N:3]=1)=[O:14])[C:9]([O:11][CH2:12][CH3:13])=[O:10]. The catalyst class is: 13. (2) Reactant: CS(C)=O.C(Cl)(=O)C(Cl)=O.[OH:11][CH:12]1[CH2:17][CH2:16][CH:15]([NH:18][C:19](=[O:25])[O:20][C:21]([CH3:24])([CH3:23])[CH3:22])[CH2:14][CH2:13]1.C(N(CC)CC)C. Product: [O:11]=[C:12]1[CH2:13][CH2:14][CH:15]([NH:18][C:19](=[O:25])[O:20][C:21]([CH3:23])([CH3:22])[CH3:24])[CH2:16][CH2:17]1. The catalyst class is: 34. (3) Reactant: [CH:1]([C:3]1[CH:4]=[CH:5][CH:6]=[C:7]2[C:11]=1[N:10]([CH3:12])[C:9]([C:13]([OH:15])=O)=[CH:8]2)=[O:2].N1(OC(N(C)C)=[N+](C)C)C2N=CC=CC=2N=N1.F[P-](F)(F)(F)(F)F.C(N(CC)C(C)C)(C)C.ON1C2N=CC=CC=2N=N1.Cl.[NH2:60][C:61]1[C:62]([O:76][CH3:77])=[C:63]([NH:71][S:72]([CH3:75])(=[O:74])=[O:73])[CH:64]=[C:65]([C:67]([CH3:70])([CH3:69])[CH3:68])[CH:66]=1. Product: [C:67]([C:65]1[CH:64]=[C:63]([NH:71][S:72]([CH3:75])(=[O:74])=[O:73])[C:62]([O:76][CH3:77])=[C:61]([NH:60][C:13]([C:9]2[N:10]([CH3:12])[C:11]3[C:7]([CH:8]=2)=[CH:6][CH:5]=[CH:4][C:3]=3[CH:1]=[O:2])=[O:15])[CH:66]=1)([CH3:70])([CH3:68])[CH3:69]. The catalyst class is: 288. (4) Reactant: C1(C)C=CC(S([N:10]2[C:18]3[C:13](=[CH:14][CH:15]=[CH:16][CH:17]=3)[C:12]([C:19](O)([CH2:22][CH3:23])[CH2:20][CH3:21])=[CH:11]2)(=O)=O)=CC=1.[NH:26]1[C:34]2[C:29](=[CH:30][CH:31]=[CH:32][C:33]=2[NH:35][S:36]([CH3:39])(=[O:38])=[O:37])[CH:28]=[CH:27]1.C(=O)([O-])[O-].[K+].[K+]. Product: [CH2:20]([C:19]([C:28]1[C:29]2[C:34](=[C:33]([NH:35][S:36]([CH3:39])(=[O:37])=[O:38])[CH:32]=[CH:31][CH:30]=2)[NH:26][CH:27]=1)([C:12]1[C:13]2[C:18](=[CH:17][CH:16]=[CH:15][CH:14]=2)[NH:10][CH:11]=1)[CH2:22][CH3:23])[CH3:21]. The catalyst class is: 13. (5) Reactant: [C:1]([O:5][C:6](=[O:34])[N:7]([CH2:18][CH2:19][C:20]1[CH:25]=[CH:24][C:23]([O:26][Si](C(C)(C)C)(C)C)=[CH:22][CH:21]=1)[C:8]1[C:17]2[C:12](=[N:13][CH:14]=[CH:15][N:16]=2)[N:11]=[CH:10][N:9]=1)([CH3:4])([CH3:3])[CH3:2].[F-].C([N+](CCCC)(CCCC)CCCC)CCC. Product: [C:1]([O:5][C:6](=[O:34])[N:7]([CH2:18][CH2:19][C:20]1[CH:25]=[CH:24][C:23]([OH:26])=[CH:22][CH:21]=1)[C:8]1[C:17]2[C:12](=[N:13][CH:14]=[CH:15][N:16]=2)[N:11]=[CH:10][N:9]=1)([CH3:4])([CH3:2])[CH3:3]. The catalyst class is: 168. (6) Reactant: [C:1]([O:5][C:6](=[O:35])[NH:7][C:8]1([C:16]#[C:17][C:18]2[CH:23]=[CH:22][C:21]([CH2:24][CH2:25][C:26]#[C:27][C:28]3([OH:34])[CH2:33][CH2:32][CH2:31][CH2:30][CH2:29]3)=[CH:20][CH:19]=2)[CH2:13][O:12][C:11]([CH3:15])([CH3:14])[O:10][CH2:9]1)([CH3:4])([CH3:3])[CH3:2]. Product: [C:1]([O:5][C:6](=[O:35])[NH:7][C:8]1([CH2:16][CH2:17][C:18]2[CH:23]=[CH:22][C:21]([CH2:24][CH2:25][CH2:26][CH2:27][C:28]3([OH:34])[CH2:33][CH2:32][CH2:31][CH2:30][CH2:29]3)=[CH:20][CH:19]=2)[CH2:9][O:10][C:11]([CH3:15])([CH3:14])[O:12][CH2:13]1)([CH3:2])([CH3:3])[CH3:4]. The catalyst class is: 50. (7) Reactant: [H-].[Al+3].[Li+].[H-].[H-].[H-].CON(C)[C:10]([CH:12]1[CH2:17][CH2:16][CH2:15][N:14]([C:18]([O:20][CH2:21][C:22]2[CH:27]=[CH:26][CH:25]=[CH:24][CH:23]=2)=[O:19])[CH2:13]1)=[O:11]. Product: [CH:10]([CH:12]1[CH2:17][CH2:16][CH2:15][N:14]([C:18]([O:20][CH2:21][C:22]2[CH:23]=[CH:24][CH:25]=[CH:26][CH:27]=2)=[O:19])[CH2:13]1)=[O:11]. The catalyst class is: 1.